From a dataset of Forward reaction prediction with 1.9M reactions from USPTO patents (1976-2016). Predict the product of the given reaction. (1) Given the reactants COC1C=C(OC)C=CC=1C[N:6]([C:35]1[S:39][N:38]=[CH:37][N:36]=1)[S:7]([C:10]1[CH:18]=[C:17]2[C:13]([C:14]([C:19]3[CH:24]=[CH:23][C:22]([C:25]([F:28])([F:27])[F:26])=[CH:21][C:20]=3[C:29]3[N:33]([CH3:34])[N:32]=[CH:31][CH:30]=3)=[CH:15][NH:16]2)=[CH:12][CH:11]=1)(=[O:9])=[O:8].C(=O)([O-])[O-].[Cs+].[Cs+].I[CH:53]([CH3:55])[CH3:54].C(Cl)(=O)C, predict the reaction product. The product is: [CH:53]([N:16]1[C:17]2[C:13](=[CH:12][CH:11]=[C:10]([S:7]([NH:6][C:35]3[S:39][N:38]=[CH:37][N:36]=3)(=[O:8])=[O:9])[CH:18]=2)[C:14]([C:19]2[CH:24]=[CH:23][C:22]([C:25]([F:28])([F:26])[F:27])=[CH:21][C:20]=2[C:29]2[N:33]([CH3:34])[N:32]=[CH:31][CH:30]=2)=[CH:15]1)([CH3:55])[CH3:54]. (2) Given the reactants [C:1]([NH:9][C:10]1[CH:15]=[CH:14][C:13]([CH:16]2[C:25]([CH3:27])([CH3:26])[CH2:24][C:23]3[C:18](=[CH:19][CH:20]=[C:21]([C:28]([O:30]C)=[O:29])[CH:22]=3)[NH:17]2)=[CH:12][CH:11]=1)(=[O:8])[C:2]1[CH:7]=[CH:6][CH:5]=[CH:4][CH:3]=1.[OH-].[Na+], predict the reaction product. The product is: [C:1]([NH:9][C:10]1[CH:11]=[CH:12][C:13]([CH:16]2[C:25]([CH3:27])([CH3:26])[CH2:24][C:23]3[C:18](=[CH:19][CH:20]=[C:21]([C:28]([OH:30])=[O:29])[CH:22]=3)[NH:17]2)=[CH:14][CH:15]=1)(=[O:8])[C:2]1[CH:7]=[CH:6][CH:5]=[CH:4][CH:3]=1.